Dataset: Catalyst prediction with 721,799 reactions and 888 catalyst types from USPTO. Task: Predict which catalyst facilitates the given reaction. (1) Reactant: [CH3:1][NH:2][CH2:3][CH2:4][NH2:5].Cl[C:7]1[CH:12]=[CH:11]C(C(F)(F)F)=[CH:9][N:8]=1.C([N:20](C(C)C)CC)(C)C. Product: [CH3:1][NH:2][CH2:3][CH2:4][NH:5][C:9]1[N:8]=[CH:7][CH:12]=[CH:11][N:20]=1. The catalyst class is: 11. (2) Product: [F:1][C:2]1[CH:3]=[CH:4][C:5]2[N:6]([CH:8]=[C:9]([C:11]([NH:13][C@H:14]3[CH2:15][CH2:16][C@@H:17]([N:20]4[C:25](=[O:26])[C:24]5[CH:27]=[C:28]([F:31])[CH:29]=[N:30][C:23]=5[N:22]([C:32]5[CH:33]=[C:34]([C:38]6[CH:39]=[CH:40][C:41]([CH2:44][N:59]7[CH2:60][CH2:61][CH:56]([NH:48][CH3:47])[CH2:57][CH2:58]7)=[CH:42][CH:43]=6)[CH:35]=[CH:36][CH:37]=5)[C:21]4=[O:46])[CH2:18][CH2:19]3)=[O:12])[N:10]=2)[CH:7]=1. Reactant: [F:1][C:2]1[CH:3]=[CH:4][C:5]2[N:6]([CH:8]=[C:9]([C:11]([NH:13][C@H:14]3[CH2:19][CH2:18][C@@H:17]([N:20]4[C:25](=[O:26])[C:24]5[CH:27]=[C:28]([F:31])[CH:29]=[N:30][C:23]=5[N:22]([C:32]5[CH:33]=[C:34]([C:38]6[CH:43]=[CH:42][C:41]([CH:44]=O)=[CH:40][CH:39]=6)[CH:35]=[CH:36][CH:37]=5)[C:21]4=[O:46])[CH2:16][CH2:15]3)=[O:12])[N:10]=2)[CH:7]=1.[CH3:47][N:48]([CH:56]1[CH2:61][CH2:60][NH:59][CH2:58][CH2:57]1)C(=O)OC(C)(C)C.C(O[BH-](OC(=O)C)OC(=O)C)(=O)C.[Na+]. The catalyst class is: 26.